Task: Predict which catalyst facilitates the given reaction.. Dataset: Catalyst prediction with 721,799 reactions and 888 catalyst types from USPTO (1) Reactant: CC([O-])(C)C.[K+].[N+:7]([C:10]1[S:14][C:13]([C:15]2[N:19]=[CH:18][N:17]([CH2:20][O:21][CH2:22][CH2:23][Si:24]([CH3:27])([CH3:26])[CH3:25])[N:16]=2)=[CH:12][CH:11]=1)([O-:9])=[O:8].[CH:28](Cl)([Cl:30])[Cl:29]. Product: [Cl:29][CH:28]([Cl:30])[C:11]1[CH:12]=[C:13]([C:15]2[N:19]=[CH:18][N:17]([CH2:20][O:21][CH2:22][CH2:23][Si:24]([CH3:27])([CH3:26])[CH3:25])[N:16]=2)[S:14][C:10]=1[N+:7]([O-:9])=[O:8]. The catalyst class is: 118. (2) Reactant: [Br:1][C:2]1[C:3]([CH2:8]O)=[N:4][CH:5]=[CH:6][CH:7]=1.S(Cl)(Cl)=O.N1[C:22]2[C:17](=[CH:18][CH:19]=[CH:20][CH:21]=2)[C:16]2([C:34]3[C:25](=[CH:26][C:27]4[O:32][CH2:31][CH2:30][O:29][C:28]=4[CH:33]=3)[O:24][CH2:23]2)[C:15]1=[O:35].[C:36](=O)([O-])[O-].[Cs+].[Cs+].[I-].[K+]. Product: [Br:1][C:2]1[C:3]([CH2:8][CH:36]2[C:22]3[C:17](=[CH:18][CH:19]=[CH:20][CH:21]=3)[C:16]3([C:34]4[C:25](=[CH:26][C:27]5[O:32][CH2:31][CH2:30][O:29][C:28]=5[CH:33]=4)[O:24][CH2:23]3)[C:15]2=[O:35])=[N:4][CH:5]=[CH:6][CH:7]=1. The catalyst class is: 120. (3) Reactant: [CH3:1][NH:2][C:3]1[C:8]([NH2:9])=[CH:7][C:6]([C:10]([F:13])([F:12])[F:11])=[CH:5][C:4]=1[NH2:14].[CH2:15]([S:17][C:18]1[CH:26]=[CH:25][CH:24]=[CH:23][C:19]=1[C:20](O)=O)[CH3:16].N1C=CC=CC=1.Cl.C(N=C=NCCCN(C)C)C. Product: [CH2:15]([S:17][C:18]1[CH:26]=[CH:25][CH:24]=[CH:23][C:19]=1[C:20]1[N:2]([CH3:1])[C:3]2[C:8]([NH2:9])=[CH:7][C:6]([C:10]([F:11])([F:12])[F:13])=[CH:5][C:4]=2[N:14]=1)[CH3:16]. The catalyst class is: 6. (4) Reactant: [NH:1]1[C:4]2([CH2:9][CH2:8][CH2:7][N:6]([C:10]3[C:11]4[CH:18]=[CH:17][NH:16][C:12]=4[N:13]=[CH:14][N:15]=3)[CH2:5]2)[CH2:3][CH2:2]1.CC1N([C:25]([CH2:27][C:28]#[N:29])=[O:26])N=C(C)C=1.C(N(CC)C(C)C)(C)C.C(=O)(O)[O-].[Na+]. Product: [O:26]=[C:25]([N:1]1[C:4]2([CH2:9][CH2:8][CH2:7][N:6]([C:10]3[C:11]4[CH:18]=[CH:17][NH:16][C:12]=4[N:13]=[CH:14][N:15]=3)[CH2:5]2)[CH2:3][CH2:2]1)[CH2:27][C:28]#[N:29]. The catalyst class is: 12. (5) Reactant: [OH:1][CH2:2][C@H:3]1[O:7][C:6](=[O:8])[CH2:5][CH2:4]1.N1C=CN=C1.[CH3:14][C:15]([Si:18](Cl)([C:25]1[CH:30]=[CH:29][CH:28]=[CH:27][CH:26]=1)[C:19]1[CH:24]=[CH:23][CH:22]=[CH:21][CH:20]=1)([CH3:17])[CH3:16]. Product: [Si:18]([O:1][CH2:2][C@H:3]1[O:7][C:6](=[O:8])[CH2:5][CH2:4]1)([C:15]([CH3:17])([CH3:16])[CH3:14])([C:25]1[CH:26]=[CH:27][CH:28]=[CH:29][CH:30]=1)[C:19]1[CH:24]=[CH:23][CH:22]=[CH:21][CH:20]=1. The catalyst class is: 2. (6) Reactant: C(OC([N:8]1[CH2:12][CH2:11][C:10]2([CH2:17][CH2:16][CH2:15][N:14]([CH2:18][C:19]3[C:27]4[C:22](=[CH:23][CH:24]=[CH:25][CH:26]=4)[N:21]([S:28]([C:31]4[CH:36]=[CH:35][C:34]([CH3:37])=[CH:33][CH:32]=4)(=[O:30])=[O:29])[CH:20]=3)[C:13]2=[O:38])[CH2:9]1)=O)(C)(C)C.[ClH:39].O1CCOCC1. Product: [ClH:39].[C:34]1([CH3:37])[CH:35]=[CH:36][C:31]([S:28]([N:21]2[C:22]3[C:27](=[CH:26][CH:25]=[CH:24][CH:23]=3)[C:19]([CH2:18][N:14]3[CH2:15][CH2:16][CH2:17][C:10]4([CH2:9][NH:8][CH2:12][CH2:11]4)[C:13]3=[O:38])=[CH:20]2)(=[O:30])=[O:29])=[CH:32][CH:33]=1. The catalyst class is: 2. (7) Reactant: C(OC(=O)[NH:7][CH2:8][C@@H:9]1[O:14][CH2:13][CH2:12][N:11]([C:15]2[CH:20]=[CH:19][CH:18]=[C:17]([CH:21]([NH:23][C:24](=[O:35])[CH:25]=[CH:26][C:27]3[CH:32]=[CH:31][C:30]([F:33])=[C:29]([F:34])[CH:28]=3)[CH3:22])[CH:16]=2)[CH2:10]1)(C)(C)C.Cl. Product: [NH2:7][CH2:8][CH:9]1[O:14][CH2:13][CH2:12][N:11]([C:15]2[CH:16]=[C:17]([C@@H:21]([NH:23][C:24](=[O:35])[CH:25]=[CH:26][C:27]3[CH:32]=[CH:31][C:30]([F:33])=[C:29]([F:34])[CH:28]=3)[CH3:22])[CH:18]=[CH:19][CH:20]=2)[CH2:10]1. The catalyst class is: 5. (8) Reactant: [O:1]1[C:10]2[C:5](=[CH:6][CH:7]=[CH:8][C:9]=2[N:11]2[CH2:16][CH2:15][N:14]([CH2:17][CH2:18][CH2:19][CH2:20][O:21][C:22]3[CH:23]=[CH:24][C:25]4[CH:30]=[N:29][C:28](=[O:31])[NH:27][C:26]=4[N:32]=3)[CH2:13][CH2:12]2)[CH2:4][CH2:3][CH2:2]1.[BH4-].[Na+].Cl.CCOCC. Product: [O:1]1[C:10]2[C:5](=[CH:6][CH:7]=[CH:8][C:9]=2[N:11]2[CH2:12][CH2:13][N:14]([CH2:17][CH2:18][CH2:19][CH2:20][O:21][C:22]3[CH:23]=[CH:24][C:25]4[CH2:30][NH:29][C:28](=[O:31])[NH:27][C:26]=4[N:32]=3)[CH2:15][CH2:16]2)[CH2:4][CH2:3][CH2:2]1. The catalyst class is: 36. (9) Reactant: N1C=CC=CC=1.[OH:7][C:8]1[CH:17]=[C:16]2[C:11]([C:12](=[O:18])[NH:13][CH:14]=[N:15]2)=[C:10]([O:19][CH:20]([CH3:22])[CH3:21])[CH:9]=1.[C:23](OC(=O)C)(=[O:25])[CH3:24]. Product: [C:23]([O:7][C:8]1[CH:17]=[C:16]2[C:11]([C:12](=[O:18])[NH:13][CH:14]=[N:15]2)=[C:10]([O:19][CH:20]([CH3:22])[CH3:21])[CH:9]=1)(=[O:25])[CH3:24]. The catalyst class is: 6.